Predict which catalyst facilitates the given reaction. From a dataset of Catalyst prediction with 721,799 reactions and 888 catalyst types from USPTO. (1) Product: [C:19]([CH:11]([CH:10]([CH3:9])[CH2:17][CH3:18])[C:12]([O:14][CH2:15][CH3:16])=[O:13])(=[O:21])[CH3:20]. Reactant: [Li+].CC([N-]C(C)C)C.[CH3:9][CH:10]([CH2:17][CH3:18])[CH2:11][C:12]([O:14][CH2:15][CH3:16])=[O:13].[C:19](Cl)(=[O:21])[CH3:20].II. The catalyst class is: 1. (2) Reactant: [C:1]([C:4]1[CH:9]=[CH:8][C:7]([C:10]2[C:11](=[O:27])[O:12][C:13]3[C:22]([CH:23]=2)=[CH:21][C:20]2[CH2:19][CH2:18][CH2:17][N:16]4[CH2:24][CH2:25][CH2:26][C:14]=3[C:15]=24)=[CH:6][CH:5]=1)(=[O:3])[CH3:2]. Product: [OH:3][CH:1]([C:4]1[CH:9]=[CH:8][C:7]([C:10]2[C:11](=[O:27])[O:12][C:13]3[C:22]([CH:23]=2)=[CH:21][C:20]2[CH2:19][CH2:18][CH2:17][N:16]4[CH2:24][CH2:25][CH2:26][C:14]=3[C:15]=24)=[CH:6][CH:5]=1)[CH3:2]. The catalyst class is: 100. (3) Reactant: [NH2:1][CH2:2][CH2:3][CH2:4][CH2:5][CH2:6][OH:7].[C:8]1(=O)[O:13][C:11](=[O:12])[C:10]2=[CH:14][CH:15]=[CH:16][CH:17]=[C:9]12. Product: [C:8]1(=[O:13])[N:1]([CH2:2][CH2:3][CH2:4][CH2:5][CH2:6][OH:7])[C:11](=[O:12])[C:10]2=[CH:14][CH:15]=[CH:16][CH:17]=[C:9]12. The catalyst class is: 11.